This data is from Catalyst prediction with 721,799 reactions and 888 catalyst types from USPTO. The task is: Predict which catalyst facilitates the given reaction. (1) Reactant: [Cl:1][C:2]1[CH:3]=[N:4][CH:5]=[C:6]([Cl:32])[C:7]=1[S:8][C:9]1[S:13][C:12]([C:14]([NH:16][CH:17]2[CH2:21][CH2:20][N:19](C(OC(C)(C)C)=O)[CH2:18]2)=[O:15])=[CH:11][C:10]=1[N+:29]([O-:31])=[O:30].Cl. Product: [Cl:1][C:2]1[CH:3]=[N:4][CH:5]=[C:6]([Cl:32])[C:7]=1[S:8][C:9]1[S:13][C:12]([C:14]([NH:16][CH:17]2[CH2:21][CH2:20][NH:19][CH2:18]2)=[O:15])=[CH:11][C:10]=1[N+:29]([O-:31])=[O:30]. The catalyst class is: 8. (2) Reactant: [CH3:1][O:2][C:3]1[CH:40]=[CH:39][C:6]([CH2:7][N:8]([CH2:30][C:31]2[CH:36]=[CH:35][C:34]([O:37][CH3:38])=[CH:33][CH:32]=2)[C:9]2[N:14]=[C:13]([CH3:15])[N:12]=[C:11]([C:16]3[C:17]([NH:22][C:23]4[CH:24]=[CH:25][C:26]([NH2:29])=[N:27][CH:28]=4)=[N:18][CH:19]=[CH:20][CH:21]=3)[N:10]=2)=[CH:5][CH:4]=1.[N:41]([CH:44]([CH3:46])[CH3:45])=[C:42]=[O:43]. Product: [CH3:1][O:2][C:3]1[CH:4]=[CH:5][C:6]([CH2:7][N:8]([CH2:30][C:31]2[CH:32]=[CH:33][C:34]([O:37][CH3:38])=[CH:35][CH:36]=2)[C:9]2[N:14]=[C:13]([CH3:15])[N:12]=[C:11]([C:16]3[C:17]([NH:22][C:23]4[CH:24]=[CH:25][C:26]([NH:29][C:42]([NH:41][CH:44]([CH3:46])[CH3:45])=[O:43])=[N:27][CH:28]=4)=[N:18][CH:19]=[CH:20][CH:21]=3)[N:10]=2)=[CH:39][CH:40]=1. The catalyst class is: 1. (3) Reactant: [C:1]([O:5][C:6]([NH:8][C@H:9]([C:27]([OH:29])=[O:28])[CH2:10][O:11][C:12]1[C:13]([N+:24]([O-])=O)=[C:14]([C:18]2[CH:23]=[CH:22][CH:21]=[CH:20][CH:19]=2)[CH:15]=[CH:16][CH:17]=1)=[O:7])([CH3:4])([CH3:3])[CH3:2]. Product: [NH2:24][C:13]1[C:12]([O:11][CH2:10][C@@H:9]([C:27]([OH:29])=[O:28])[NH:8][C:6]([O:5][C:1]([CH3:4])([CH3:3])[CH3:2])=[O:7])=[CH:17][CH:16]=[CH:15][C:14]=1[C:18]1[CH:19]=[CH:20][CH:21]=[CH:22][CH:23]=1. The catalyst class is: 43. (4) Reactant: [F:1][C:2]1[CH:3]=[C:4]([NH:9][C@H:10]2[CH2:13][C@@H:12]([O:14][CH3:15])[CH2:11]2)[C:5]([NH2:8])=[CH:6][CH:7]=1.[C:16]([O:20][C:21]([NH:23][C@@H:24]([CH3:28])[C:25](O)=O)=[O:22])([CH3:19])([CH3:18])[CH3:17].C1C=NC2N(O)N=NC=2C=1.CCN=C=NCCCN(C)C.Cl. Product: [C:16]([O:20][C:21](=[O:22])[NH:23][C@H:24]([C:25]1[N:9]([C@H:10]2[CH2:11][C@@H:12]([O:14][CH3:15])[CH2:13]2)[C:4]2[CH:3]=[C:2]([F:1])[CH:7]=[CH:6][C:5]=2[N:8]=1)[CH3:28])([CH3:19])([CH3:18])[CH3:17]. The catalyst class is: 2. (5) The catalyst class is: 7. Reactant: Br[C:2]1[CH:7]=[CH:6][CH:5]=[CH:4][C:3]=1[CH:8]([OH:10])[CH3:9].C([Li])CCC.[O:16]=[C:17]1[CH2:22][CH2:21][N:20]([C:23]([O:25][CH2:26][CH3:27])=[O:24])[CH2:19][CH2:18]1. Product: [OH:16][C:17]1([C:2]2[CH:7]=[CH:6][CH:5]=[CH:4][C:3]=2[CH:8]([OH:10])[CH3:9])[CH2:18][CH2:19][N:20]([C:23]([O:25][CH2:26][CH3:27])=[O:24])[CH2:21][CH2:22]1. (6) The catalyst class is: 1. Product: [Cl:7][C:8]1[CH:9]=[C:10]2[C:14](=[CH:15][CH:16]=1)[N:13]([CH3:17])[C:12](=[O:18])[C:11]2([O:19][C:26]1[CH:31]=[CH:30][CH:29]=[CH:28][CH:27]=1)[C:2]1[CH:3]=[CH:4][CH:5]=[CH:6][N:1]=1. Reactant: [N:1]1[CH:6]=[CH:5][CH:4]=[CH:3][CH:2]=1.[Cl:7][C:8]1[CH:9]=[C:10]2[C:14](=[CH:15][CH:16]=1)[N:13]([CH3:17])[C:12](=[O:18])[C:11]2=[O:19].FC(F)(F)S(O[C:26]1[CH:31]=[CH:30][CH:29]=[CH:28][C:27]=1[Si](C)(C)C)(=O)=O.[F-].[K+].O1CCOCCOCCOCCOCCOCC1. (7) Reactant: [C:1]([O:5][C:6]([N:8]1[C:16]2[C:11](=[CH:12][CH:13]=[C:14]([O:17][CH2:18][CH2:19][CH2:20]Br)[CH:15]=2)[CH:10]=[C:9]1[C:22]1[C:23]2[S:36][C:35]([C:37]3[CH:42]=[CH:41][CH:40]=[CH:39][CH:38]=3)=[CH:34][C:24]=2[N:25]([C:27]([O:29][C:30]([CH3:33])([CH3:32])[CH3:31])=[O:28])[N:26]=1)=[O:7])([CH3:4])([CH3:3])[CH3:2].[NH:43]1[CH2:48][CH2:47][CH2:46][CH2:45][CH2:44]1.C(=O)([O-])[O-].[K+].[K+].[I-].[K+]. Product: [C:1]([O:5][C:6]([N:8]1[C:16]2[C:11](=[CH:12][CH:13]=[C:14]([O:17][CH2:18][CH2:19][CH2:20][N:43]3[CH2:48][CH2:47][CH2:46][CH2:45][CH2:44]3)[CH:15]=2)[CH:10]=[C:9]1[C:22]1[C:23]2[S:36][C:35]([C:37]3[CH:42]=[CH:41][CH:40]=[CH:39][CH:38]=3)=[CH:34][C:24]=2[N:25]([C:27]([O:29][C:30]([CH3:33])([CH3:32])[CH3:31])=[O:28])[N:26]=1)=[O:7])([CH3:4])([CH3:3])[CH3:2]. The catalyst class is: 10.